From a dataset of Full USPTO retrosynthesis dataset with 1.9M reactions from patents (1976-2016). Predict the reactants needed to synthesize the given product. (1) Given the product [Cl:15][C:11]1[CH:10]=[C:9]([C:7]2[CH:6]=[CH:2][C:1](=[O:5])[NH:16][N:19]=2)[CH:14]=[CH:13][CH:12]=1, predict the reactants needed to synthesize it. The reactants are: [C:1]([OH:5])(=O)[CH:2]=O.[CH3:6][C:7]([C:9]1[CH:14]=[CH:13][CH:12]=[C:11]([Cl:15])[CH:10]=1)=O.[NH4+:16].[OH-].O.[NH2:19]N. (2) Given the product [CH:11]1([CH:9]([O:8][C:5]2[CH:6]=[CH:7][C:2]([CH2:33][N:23]3[CH2:22][CH2:21][N:20]([C:24]([O:26][C:27]([CH3:30])([CH3:29])[CH3:28])=[O:25])[CH2:19][C:18]3=[O:17])=[CH:3][CH:4]=2)[CH3:10])[CH2:16][CH2:15][CH2:14][CH2:13][CH2:12]1, predict the reactants needed to synthesize it. The reactants are: Br[C:2]1[CH:7]=[CH:6][C:5]([O:8][CH:9]([CH:11]2[CH2:16][CH2:15][CH2:14][CH2:13][CH2:12]2)[CH3:10])=[CH:4][CH:3]=1.[O:17]=[C:18]1[NH:23][CH2:22][CH2:21][N:20]([C:24]([O:26][C:27]([CH3:30])([CH3:29])[CH3:28])=[O:25])[CH2:19]1.[H-].[Na+].[CH2:33]1COCC1.